The task is: Predict the reactants needed to synthesize the given product.. This data is from Retrosynthesis with 50K atom-mapped reactions and 10 reaction types from USPTO. Given the product CCc1cn(CC(=O)O)c(CCc2ccc(F)cc2)nc1=O, predict the reactants needed to synthesize it. The reactants are: CCc1cn(CC(=O)OC(C)(C)C)c(CCc2ccc(F)cc2)nc1=O.